This data is from Forward reaction prediction with 1.9M reactions from USPTO patents (1976-2016). The task is: Predict the product of the given reaction. (1) Given the reactants [O:1]1[CH2:6][CH2:5][C:4](=O)[CH2:3][CH2:2]1.[NH:8]([C:10]([O:12][C:13]([CH3:16])([CH3:15])[CH3:14])=[O:11])[NH2:9].C([BH3-])#N.[Na+], predict the reaction product. The product is: [O:1]1[CH2:6][CH2:5][CH:4]([NH:9][NH:8][C:10]([O:12][C:13]([CH3:16])([CH3:15])[CH3:14])=[O:11])[CH2:3][CH2:2]1. (2) Given the reactants [CH2:1]([C:3]1[C:12]2[C:7](=[CH:8][C:9]([O:15][CH3:16])=[C:10]([O:13][CH3:14])[CH:11]=2)[CH:6]=[C:5]([OH:17])[N:4]=1)[CH3:2].[ClH:18].[CH2:19]([NH:26][C:27]1[C:36]([CH2:37][Cl:38])=[CH:35][C:34]2[C:29](=[CH:30][CH:31]=[C:32]([O:39][CH3:40])[CH:33]=2)[N:28]=1)[C:20]1[CH:25]=[CH:24][CH:23]=[CH:22][CH:21]=1.[Li+].[OH-], predict the reaction product. The product is: [ClH:38].[ClH:18].[CH2:19]([NH:26][C:27]1[C:36]([CH2:37][C:6]2[C:7]3[C:12](=[CH:11][C:10]([O:13][CH3:14])=[C:9]([O:15][CH3:16])[CH:8]=3)[C:3]([CH2:1][CH3:2])=[N:4][C:5]=2[OH:17])=[CH:35][C:34]2[C:29](=[CH:30][CH:31]=[C:32]([O:39][CH3:40])[CH:33]=2)[N:28]=1)[C:20]1[CH:21]=[CH:22][CH:23]=[CH:24][CH:25]=1. (3) Given the reactants [H-].[Na+].CO[C:5]([C:7]1[C:16]([O:17][CH:18]([C:25]2[CH:30]=[CH:29][CH:28]=[CH:27][CH:26]=2)[C:19]2[CH:24]=[CH:23][CH:22]=[CH:21][CH:20]=2)=[C:15]2[C:10]([CH:11]=[CH:12][CH:13]=[N:14]2)=[C:9]([O:31][CH3:32])[C:8]=1[CH2:33][C:34](=[O:44])[NH:35][CH2:36][C:37]1[CH:42]=[CH:41][C:40]([F:43])=[CH:39][CH:38]=1)=[O:6], predict the reaction product. The product is: [CH:18]([O:17][C:16]1[C:7]2[C:5](=[O:6])[N:35]([CH2:36][C:37]3[CH:42]=[CH:41][C:40]([F:43])=[CH:39][CH:38]=3)[C:34](=[O:44])[CH2:33][C:8]=2[C:9]([O:31][CH3:32])=[C:10]2[C:15]=1[N:14]=[CH:13][CH:12]=[CH:11]2)([C:25]1[CH:26]=[CH:27][CH:28]=[CH:29][CH:30]=1)[C:19]1[CH:24]=[CH:23][CH:22]=[CH:21][CH:20]=1. (4) Given the reactants [CH3:1][C:2]1[CH:3]=[C:4]([NH:16][C:17]2[C:27]3[CH:26]=[C:25]([C:28]([OH:30])=O)[CH2:24][CH2:23][NH:22][C:21]=3[N:20]=[CH:19][N:18]=2)[CH:5]=[CH:6][C:7]=1[O:8][C:9]1[CH:10]=[N:11][C:12]([CH3:15])=[CH:13][CH:14]=1.[N:31]1([CH2:37][CH2:38][OH:39])[CH2:36][CH2:35][NH:34][CH2:33][CH2:32]1.Cl.C(N=C=NCCCN(C)C)C.O.ON1C2C=CC=CC=2N=N1, predict the reaction product. The product is: [CH3:1][C:2]1[CH:3]=[C:4]([NH:16][C:17]2[C:27]3[CH:26]=[C:25]([C:28]([N:34]4[CH2:35][CH2:36][N:31]([CH2:37][CH2:38][OH:39])[CH2:32][CH2:33]4)=[O:30])[CH2:24][CH2:23][NH:22][C:21]=3[N:20]=[CH:19][N:18]=2)[CH:5]=[CH:6][C:7]=1[O:8][C:9]1[CH:10]=[N:11][C:12]([CH3:15])=[CH:13][CH:14]=1. (5) Given the reactants Cl[C:2]1[C:7]([N+:8]([O-])=O)=[CH:6][C:5]([CH3:11])=[CH:4][N:3]=1.[C:12]1(=O)[CH2:20][CH2:19][CH2:18][CH2:17][CH2:16][CH2:15][CH2:14][NH:13]1, predict the reaction product. The product is: [CH3:11][C:5]1[CH:6]=[C:7]2[C:2](=[N:3][CH:4]=1)[N:13]1[CH2:14][CH2:15][CH2:16][CH2:17][CH2:18][CH2:19][CH2:20][C:12]1=[N:8]2. (6) Given the reactants Cl.[Cl:2][C:3]1[N:4]=[C:5]([C:10]([NH:12][C@H:13]2[CH2:18][CH2:17][NH:16][CH2:15][C@H:14]2[O:19][CH3:20])=[O:11])[NH:6][C:7]=1[CH2:8][CH3:9].[Cl:21][C:22]1[CH:27]=[C:26]([C:28]([O:30][CH2:31]C)=[O:29])[CH:25]=[C:24](Cl)[N:23]=1.C(N(C(C)C)CC)(C)C, predict the reaction product. The product is: [Cl:21][C:22]1[CH:27]=[C:26]([C:28]([O:30][CH3:31])=[O:29])[CH:25]=[C:24]([N:16]2[CH2:17][CH2:18][C@H:13]([NH:12][C:10]([C:5]3[NH:6][C:7]([CH2:8][CH3:9])=[C:3]([Cl:2])[N:4]=3)=[O:11])[C@H:14]([O:19][CH3:20])[CH2:15]2)[N:23]=1. (7) Given the reactants [N+:1]([C:4]1[CH:12]=[C:11]2[C:7]([CH:8]=[CH:9][NH:10]2)=[CH:6][CH:5]=1)([O-:3])=[O:2].[C:13](O)(=[O:15])C.C1N2CN3CN(C2)CN1C3, predict the reaction product. The product is: [N+:1]([C:4]1[CH:12]=[C:11]2[C:7]([C:8]([CH:13]=[O:15])=[CH:9][NH:10]2)=[CH:6][CH:5]=1)([O-:3])=[O:2].